Dataset: Reaction yield outcomes from USPTO patents with 853,638 reactions. Task: Predict the reaction yield, written as a fraction of the theoretical maximum amount of product (1.0 means a 100% yield; for example, 0.34 means a 34% yield). (1) The product is [CH:28]1([C@@H:34]([NH:36][C:19]([C:5]2[C:4]3[C:9](=[CH:10][CH:11]=[C:2]([F:1])[CH:3]=3)[N:8]=[C:7]([C:12]3[CH:17]=[CH:16][CH:15]=[CH:14][CH:13]=3)[C:6]=2[CH3:18])=[O:20])[CH3:35])[CH2:33][CH2:32][CH2:31][CH2:30][CH2:29]1. The yield is 0.760. The catalyst is C(Cl)Cl.CN(C=O)C. The reactants are [F:1][C:2]1[CH:3]=[C:4]2[C:9](=[CH:10][CH:11]=1)[N:8]=[C:7]([C:12]1[CH:17]=[CH:16][CH:15]=[CH:14][CH:13]=1)[C:6]([CH3:18])=[C:5]2[C:19](O)=[O:20].C(Cl)(=O)C(Cl)=O.[CH:28]1([C@@H:34]([NH2:36])[CH3:35])[CH2:33][CH2:32][CH2:31][CH2:30][CH2:29]1.C([O-])([O-])=O.[K+].[K+]. (2) The reactants are [CH3:1][O:2][C:3]1[CH:4]=[C:5]2[C:10](=[CH:11][C:12]=1[O:13][CH3:14])[N:9]=[C:8]([CH:15]1[CH2:20][CH2:19][NH:18][CH2:17][CH2:16]1)[N:7]=[C:6]2[N:21]1[CH2:26][CH2:25][N:24]([C:27]2[CH:32]=[CH:31][CH:30]=[CH:29][C:28]=2[O:33][CH3:34])[CH2:23][CH2:22]1.[BH3-][C:36]#N.[Na+].C=O. The catalyst is CO. The product is [CH3:1][O:2][C:3]1[CH:4]=[C:5]2[C:10](=[CH:11][C:12]=1[O:13][CH3:14])[N:9]=[C:8]([CH:15]1[CH2:20][CH2:19][N:18]([CH3:36])[CH2:17][CH2:16]1)[N:7]=[C:6]2[N:21]1[CH2:26][CH2:25][N:24]([C:27]2[CH:32]=[CH:31][CH:30]=[CH:29][C:28]=2[O:33][CH3:34])[CH2:23][CH2:22]1. The yield is 0.160. (3) The reactants are [C:1]1([C:17]([OH:19])=[O:18])[C:14]2[C:15]3=[C:16]4[C:11](=[CH:12][CH:13]=2)[CH:10]=[CH:9][CH:8]=[C:7]4[CH:6]=[CH:5][C:4]3=[CH:3][CH:2]=1.[S:20](=O)(=[O:23])([OH:22])[OH:21].[OH-].[Na+]. No catalyst specified. The product is [S:20]([C:9]1[CH:8]=[C:7]2[C:16]3=[C:15]4[C:4](=[CH:3][CH:2]=[C:1]([C:17]([OH:19])=[O:18])[C:14]4=[CH:13][CH:12]=[C:11]3[CH:10]=1)[CH:5]=[CH:6]2)([OH:23])(=[O:22])=[O:21]. The yield is 0.130. (4) The reactants are [Br:1][C:2]1[CH:25]=[C:5]2[N:6]=[C:7]([CH3:24])[C:8]([C:18](=[O:23])[C:19]([O:21][CH3:22])=[O:20])=[C:9]([N:10]3[CH2:15][CH2:14][C:13]([CH3:17])([CH3:16])[CH2:12][CH2:11]3)[N:4]2[N:3]=1.C(#N)C.C(=O)=O.[B]1OC2C(=CC=CC=2)O1.O. The catalyst is C1(C)C=CC=CC=1.CCOC(C)=O.C([O-])([O-])=O.[K+].[K+]. The product is [Br:1][C:2]1[CH:25]=[C:5]2[N:6]=[C:7]([CH3:24])[C:8]([C@H:18]([OH:23])[C:19]([O:21][CH3:22])=[O:20])=[C:9]([N:10]3[CH2:15][CH2:14][C:13]([CH3:17])([CH3:16])[CH2:12][CH2:11]3)[N:4]2[N:3]=1. The yield is 0.920. (5) The reactants are C([O:8][C:9]([NH:11][CH2:12][CH2:13][S:14]([NH2:17])(=[O:16])=[O:15])=O)C1C=CC=CC=1.CO. The catalyst is [Pd].C(O)=O. The product is [CH:9]([NH:11][CH2:12][CH2:13][S:14]([NH2:17])(=[O:16])=[O:15])=[O:8]. The yield is 0.930. (6) The reactants are [CH2:1](C([CH2:1][C:2]1[CH:7]=[CH:6][CH:5]=[CH:4][CH:3]=1)(C([O-])=O)C([O-])=O)[C:2]1[CH:7]=[CH:6][CH:5]=[CH:4][CH:3]=1.[H-].[Na+].[C:24]12[C:30](=[CH:31][CH:32]=[CH:33][CH:34]=1)N[C:28](=[O:35])[O:27][C:25]2=O.C(Cl)(=O)C([Cl:39])=O.[Na+].[Cl-].[CH3:44][N:45]([CH:47]=[O:48])C. No catalyst specified. The product is [Cl:39][C:2]1[C:3]2[C:44](=[CH:7][CH:6]=[CH:5][CH:4]=2)[NH:45][C:47](=[O:48])[C:1]=1[C:28]([O:27][CH2:25][C:24]1[CH:30]=[CH:31][CH:32]=[CH:33][CH:34]=1)=[O:35]. The yield is 0.370. (7) The reactants are [Br:1][C:2]1[CH:7]=[CH:6][C:5]([C:8]2[CH:13]=[CH:12][CH:11]=[CH:10][CH:9]=2)=[C:4]([S:14]([CH3:17])(=[O:16])=[O:15])[CH:3]=1.BrC1C=CC(I)=C(S(C)(=O)=O)C=1.[CH3:30][O:31]C1C=CC(B(O)O)=CC=1. No catalyst specified. The product is [Br:1][C:2]1[CH:7]=[CH:6][C:5]([C:8]2[CH:13]=[CH:12][C:11]([O:31][CH3:30])=[CH:10][CH:9]=2)=[C:4]([S:14]([CH3:17])(=[O:16])=[O:15])[CH:3]=1. The yield is 0.730. (8) The reactants are N[C:2]1[CH:7]=[CH:6][CH:5]=[CH:4][C:3]=1[S:8]([NH:11][C:12]1[C:17]2[N:18]=[CH:19][S:20][C:16]=2[CH:15]=[CH:14][CH:13]=1)(=[O:10])=[O:9].N(OC(C)(C)C)=O.CC(O)=O. The catalyst is C1COCC1. The product is [CH:5]1[C:4]2[C:13]3[C:12](=[C:17]4[C:16](=[CH:15][CH:14]=3)[S:20][CH:19]=[N:18]4)[NH:11][S:8](=[O:10])(=[O:9])[C:3]=2[CH:2]=[CH:7][CH:6]=1. The yield is 0.195. (9) The product is [F:1][C:2]1[CH:7]=[CH:6][C:5]([C:8]([N:10]2[CH2:15][CH2:14][CH2:13][C@H:12]([N:26]3[N:27]=[N:28][C:24]([C:18]4[CH:23]=[CH:22][CH:21]=[CH:20][CH:19]=4)=[N:25]3)[CH2:11]2)=[O:9])=[C:4]([CH3:17])[CH:3]=1. The yield is 0.160. The reactants are [F:1][C:2]1[CH:7]=[CH:6][C:5]([C:8]([N:10]2[CH2:15][CH2:14][CH2:13][C@@H:12](O)[CH2:11]2)=[O:9])=[C:4]([CH3:17])[CH:3]=1.[C:18]1([C:24]2[NH:28][N:27]=[N:26][N:25]=2)[CH:23]=[CH:22][CH:21]=[CH:20][CH:19]=1. No catalyst specified. (10) The reactants are [F:1][C:2]1[CH:3]=[C:4]([C:9]2([O:14][CH3:15])[CH2:13][CH2:12][NH:11][CH2:10]2)[CH:5]=[CH:6][C:7]=1[F:8].[H-].[Na+].[CH2:18](Br)[C:19]1[CH:24]=[CH:23][CH:22]=[CH:21][CH:20]=1. The catalyst is CN(C)C=O. The product is [CH2:18]([N:11]1[CH2:12][CH2:13][C:9]([C:4]2[CH:5]=[CH:6][C:7]([F:8])=[C:2]([F:1])[CH:3]=2)([O:14][CH3:15])[CH2:10]1)[C:19]1[CH:24]=[CH:23][CH:22]=[CH:21][CH:20]=1. The yield is 0.550.